From a dataset of Peptide-MHC class II binding affinity with 134,281 pairs from IEDB. Regression. Given a peptide amino acid sequence and an MHC pseudo amino acid sequence, predict their binding affinity value. This is MHC class II binding data. (1) The peptide sequence is IYEPEDLGNCLNKSD. The MHC is DRB5_0101 with pseudo-sequence DRB5_0101. The binding affinity (normalized) is 0.0864. (2) The peptide sequence is NGCFKIYHKCDNACI. The MHC is DRB1_0901 with pseudo-sequence DRB1_0901. The binding affinity (normalized) is 0.0498. (3) The peptide sequence is YTTEGGTKGEAKDVI. The MHC is HLA-DPA10201-DPB11401 with pseudo-sequence HLA-DPA10201-DPB11401. The binding affinity (normalized) is 0. (4) The peptide sequence is ETVEKIVDQYREPVK. The MHC is DRB1_0901 with pseudo-sequence DRB1_0901. The binding affinity (normalized) is 0.192. (5) The peptide sequence is KCKYPEGTKVTFHVE. The MHC is DRB1_1501 with pseudo-sequence DRB1_1501. The binding affinity (normalized) is 0.206.